This data is from Catalyst prediction with 721,799 reactions and 888 catalyst types from USPTO. The task is: Predict which catalyst facilitates the given reaction. (1) Reactant: Br[C:2]1[CH:3]=[C:4]([C:16]2[CH:21]=[CH:20][CH:19]=[CH:18][CH:17]=2)[C:5]2[N:6]([CH:8]=[C:9]([C:11]([O:13][CH2:14][CH3:15])=[O:12])[N:10]=2)[CH:7]=1.[C:22]([O:26][C:27]([N:29]([C:37]1[S:38][C:39](B2OC(C)(C)C(C)(C)O2)=[CH:40][N:41]=1)[C:30](=[O:36])[O:31][C:32]([CH3:35])([CH3:34])[CH3:33])=[O:28])([CH3:25])([CH3:24])[CH3:23].[O-]P([O-])([O-])=O.[K+].[K+].[K+].C(OCC)(=O)C. Product: [C:22]([O:26][C:27]([N:29]([C:30]([O:31][C:32]([CH3:35])([CH3:34])[CH3:33])=[O:36])[C:37]1[S:38][C:39]([C:2]2[CH:3]=[C:4]([C:16]3[CH:21]=[CH:20][CH:19]=[CH:18][CH:17]=3)[C:5]3[N:6]([CH:8]=[C:9]([C:11]([O:13][CH2:14][CH3:15])=[O:12])[N:10]=3)[CH:7]=2)=[CH:40][N:41]=1)=[O:28])([CH3:25])([CH3:24])[CH3:23]. The catalyst class is: 335. (2) Reactant: [S:1]1[C:5]2[CH:6]=[C:7]([NH:10][C:11]3[CH:19]=[C:18]([NH:20][CH:21]([CH3:23])[CH3:22])[C:14]([C:15](O)=[O:16])=[CH:13][N:12]=3)[CH:8]=[CH:9][C:4]=2[N:3]=[CH:2]1.[O:24]1[C:28]2([CH2:33][CH2:32][CH:31]([NH2:34])[CH2:30][CH2:29]2)[O:27][CH2:26][CH2:25]1.CCN(C(C)C)C(C)C.C1CN([P+](ON2N=NC3C=CC=CC2=3)(N2CCCC2)N2CCCC2)CC1.F[P-](F)(F)(F)(F)F. Product: [S:1]1[C:5]2[CH:6]=[C:7]([NH:10][C:11]3[CH:19]=[C:18]([NH:20][CH:21]([CH3:23])[CH3:22])[C:14]([C:15]([NH:34][CH:31]4[CH2:32][CH2:33][C:28]5([O:27][CH2:26][CH2:25][O:24]5)[CH2:29][CH2:30]4)=[O:16])=[CH:13][N:12]=3)[CH:8]=[CH:9][C:4]=2[N:3]=[CH:2]1. The catalyst class is: 3.